The task is: Predict the product of the given reaction.. This data is from Forward reaction prediction with 1.9M reactions from USPTO patents (1976-2016). (1) Given the reactants [Br:1][C:2]1([Br:18])[CH2:4][CH:3]1[CH2:5][O:6][C:7]1[CH:12]=[C:11]([CH3:13])[C:10]([N+:14]([O-])=O)=[CH:9][C:8]=1[CH3:17].C(O)(=O)C, predict the reaction product. The product is: [Br:1][C:2]1([Br:18])[CH2:4][CH:3]1[CH2:5][O:6][C:7]1[C:8]([CH3:17])=[CH:9][C:10]([NH2:14])=[C:11]([CH3:13])[CH:12]=1. (2) Given the reactants [CH2:1]1[CH2:5]O[CH2:3][CH2:2]1.[CH:6]1N=CN(C(N2C=[N:16][CH:15]=[CH:14]2)=O)[CH:7]=1.[ClH:18].N[CH2:20][CH2:21][C:22]1[C:30]2[C:25](=[CH:26][CH:27]=[CH:28][CH:29]=2)N[CH:23]=1.CCN(C(C)C)[CH:34]([CH3:36])[CH3:35], predict the reaction product. The product is: [CH3:3][C:2]1[CH:36]=[CH:34][C:35]([CH:15]([NH2:16])[C:14]2[CH:29]=[CH:30][CH:22]=[CH:21][CH:20]=2)=[CH:5][CH:1]=1.[CH2:21]=[CH:22][C:30]1[CH:25]=[CH:26][CH:27]=[CH:28][CH:29]=1.[CH2:6]=[CH:7][C:27]1[CH:28]=[CH:29][C:30]([CH:22]=[CH2:23])=[CH:25][CH:26]=1.[ClH:18]. (3) Given the reactants C([O:3][C:4]([C:6]1([NH:9][C:10](=[O:36])[C:11]2[CH:16]=[CH:15][C:14]([CH2:17][N:18]([S:26]([C:29]3[CH:34]=[CH:33][C:32]([Cl:35])=[CH:31][CH:30]=3)(=[O:28])=[O:27])[CH2:19][C:20]3[CH:25]=[CH:24][CH:23]=[CH:22][N:21]=3)=[CH:13][CH:12]=2)[CH2:8][CH2:7]1)=[O:5])C.[OH-].[Na+].C(O)(=O)CC(CC(O)=O)(C(O)=O)O, predict the reaction product. The product is: [Cl:35][C:32]1[CH:33]=[CH:34][C:29]([S:26]([N:18]([CH2:17][C:14]2[CH:13]=[CH:12][C:11]([C:10]([NH:9][C:6]3([C:4]([OH:5])=[O:3])[CH2:7][CH2:8]3)=[O:36])=[CH:16][CH:15]=2)[CH2:19][C:20]2[CH:25]=[CH:24][CH:23]=[CH:22][N:21]=2)(=[O:27])=[O:28])=[CH:30][CH:31]=1. (4) Given the reactants [OH:1][C:2]1[CH:3]=[C:4]2[C:12](=[CH:13][CH:14]=1)[O:11][C:7]1([CH2:10][CH2:9][CH2:8]1)[CH2:6][C:5]2=[O:15].[C:16](=O)([O-])[O-].[K+].[K+].CI, predict the reaction product. The product is: [CH3:16][O:1][C:2]1[CH:3]=[C:4]2[C:12](=[CH:13][CH:14]=1)[O:11][C:7]1([CH2:8][CH2:9][CH2:10]1)[CH2:6][C:5]2=[O:15].